Dataset: Forward reaction prediction with 1.9M reactions from USPTO patents (1976-2016). Task: Predict the product of the given reaction. Given the reactants Br[C:2]1[CH:3]=[N:4][CH:5]=[CH:6][C:7]=1[O:8][C:9]1[C:14]([F:15])=[CH:13][C:12]([NH2:16])=[C:11]([F:17])[CH:10]=1.[CH3:18][N:19]1[CH:23]=[C:22](B2OC(C)(C)C(C)(C)O2)[CH:21]=[N:20]1.C(=O)([O-])[O-].[K+].[K+], predict the reaction product. The product is: [F:17][C:11]1[CH:10]=[C:9]([O:8][C:7]2[CH:6]=[CH:5][N:4]=[CH:3][C:2]=2[C:22]2[CH:21]=[N:20][N:19]([CH3:18])[CH:23]=2)[C:14]([F:15])=[CH:13][C:12]=1[NH2:16].